This data is from Full USPTO retrosynthesis dataset with 1.9M reactions from patents (1976-2016). The task is: Predict the reactants needed to synthesize the given product. (1) Given the product [CH2:1]([O:8][C:9](=[O:23])[C:10]1[CH:15]=[CH:14][C:13]([C:16]([O:18][CH3:19])=[O:17])=[C:12]([NH2:20])[CH:11]=1)[C:2]1[CH:7]=[CH:6][CH:5]=[CH:4][CH:3]=1, predict the reactants needed to synthesize it. The reactants are: [CH2:1]([O:8][C:9](=[O:23])[C:10]1[CH:15]=[CH:14][C:13]([C:16]([O:18][CH3:19])=[O:17])=[C:12]([N+:20]([O-])=O)[CH:11]=1)[C:2]1[CH:7]=[CH:6][CH:5]=[CH:4][CH:3]=1.[Cl-].[NH4+]. (2) The reactants are: [Mg].[Br:2][C:3]1[CH:4]=[C:5]([CH:8]=[CH:9][CH:10]=1)[CH2:6]Br.OS(O)(=O)=O. Given the product [Br:2][C:3]1[CH:4]=[C:5]([CH2:6][CH2:6][C:5]2[CH:8]=[CH:9][CH:10]=[C:3]([Br:2])[CH:4]=2)[CH:8]=[CH:9][CH:10]=1, predict the reactants needed to synthesize it. (3) Given the product [NH2:1][C:2]1[CH:10]=[CH:9][C:5]([C:6]([O:8][CH2:12][CH3:13])=[O:7])=[CH:4][C:3]=1[CH3:11], predict the reactants needed to synthesize it. The reactants are: [NH2:1][C:2]1[CH:10]=[CH:9][C:5]([C:6]([OH:8])=[O:7])=[CH:4][C:3]=1[CH3:11].[CH2:12](O)[CH3:13]. (4) Given the product [Br:1][C:2]1[CH:3]=[CH:4][C:5]([C:8]2[N:9]([CH2:16][C@@H:17]3[CH2:21][CH2:20][N:19]([C:32]([CH:29]4[CH2:31][CH2:30]4)=[O:33])[CH2:18]3)[C:10](=[O:15])[C:11]([CH3:13])([CH3:14])[N:12]=2)=[CH:6][CH:7]=1, predict the reactants needed to synthesize it. The reactants are: [Br:1][C:2]1[CH:7]=[CH:6][C:5]([C:8]2[N:9]([CH2:16][C@@H:17]3[CH2:21][CH2:20][NH:19][CH2:18]3)[C:10](=[O:15])[C:11]([CH3:14])([CH3:13])[N:12]=2)=[CH:4][CH:3]=1.C(N(CC)CC)C.[CH:29]1([C:32](Cl)=[O:33])[CH2:31][CH2:30]1.C([O-])(O)=O.[Na+]. (5) Given the product [CH3:26][C:25]1[C:20]([C:18]([NH:17][C:13]2[CH:14]=[CH:15][CH:16]=[C:11]([O:10][C:7]3[CH:8]=[CH:9][C:4]4[N:5]([CH:27]=[C:2]([NH:1][C:28](=[O:31])[CH2:29][CH3:30])[N:3]=4)[CH:6]=3)[CH:12]=2)=[O:19])=[N:21][CH:22]=[CH:23][CH:24]=1, predict the reactants needed to synthesize it. The reactants are: [NH2:1][C:2]1[N:3]=[C:4]2[CH:9]=[CH:8][C:7]([O:10][C:11]3[CH:12]=[C:13]([NH:17][C:18]([C:20]4[C:25]([CH3:26])=[CH:24][CH:23]=[CH:22][N:21]=4)=[O:19])[CH:14]=[CH:15][CH:16]=3)=[CH:6][N:5]2[CH:27]=1.[C:28](Cl)(=[O:31])[CH2:29][CH3:30].CO.C(=O)([O-])[O-].[Na+].[Na+]. (6) Given the product [O:25]1[CH2:26][CH2:27][O:28][C:23]2[CH:22]=[C:21]([CH2:20][C@H:12]3[C:11]([O:14][CH3:15])=[N:10][C@H:9]([CH:16]([CH3:18])[CH3:17])[C:8]([O:7][CH3:6])=[N:13]3)[CH:30]=[CH:29][C:24]1=2, predict the reactants needed to synthesize it. The reactants are: [Li]CCCC.[CH3:6][O:7][C:8]1[C@@H:9]([CH:16]([CH3:18])[CH3:17])[N:10]=[C:11]([O:14][CH3:15])[CH2:12][N:13]=1.Br[CH2:20][C:21]1[CH:30]=[CH:29][C:24]2[O:25][CH2:26][CH2:27][O:28][C:23]=2[CH:22]=1. (7) Given the product [F:28][C:29]1[CH:30]=[CH:31][C:32]2[N:33]([C:35]([CH2:45][N:46]3[C:50]([C:51]([NH:2][CH3:1])=[O:53])=[N:49][CH:48]=[N:47]3)=[C:36]([C:38]3[CH:43]=[CH:42][C:41]([F:44])=[CH:40][CH:39]=3)[N:37]=2)[CH:34]=1, predict the reactants needed to synthesize it. The reactants are: [CH3:1][NH:2]C(C1N(CC2N3C=C(C)C=CC3=NC=2C2C=CC(C)=CC=2)N=CN=1)=O.[F:28][C:29]1[CH:30]=[CH:31][C:32]2[N:33]([C:35]([CH2:45][N:46]3[C:50]([C:51]([O:53]C)=O)=[N:49][CH:48]=[N:47]3)=[C:36]([C:38]3[CH:43]=[CH:42][C:41]([F:44])=[CH:40][CH:39]=3)[N:37]=2)[CH:34]=1.CN. (8) Given the product [F:15][C:13]1([F:16])[CH2:14][CH:12]1[CH2:11][N:10]1[C:5]2[C:6](=[N:7][C:2]([C:21]3[CH:22]=[CH:23][CH:24]=[CH:25][C:20]=3[C:18]#[N:19])=[CH:3][CH:4]=2)[S:8][C:9]1=[O:17], predict the reactants needed to synthesize it. The reactants are: Cl[C:2]1[N:7]=[C:6]2[S:8][C:9](=[O:17])[N:10]([CH2:11][CH:12]3[CH2:14][C:13]3([F:16])[F:15])[C:5]2=[CH:4][CH:3]=1.[C:18]([C:20]1[CH:25]=[CH:24][CH:23]=[CH:22][C:21]=1B(O)O)#[N:19].C(=O)([O-])[O-].[Cs+].[Cs+].O1CCOCC1. (9) Given the product [C:2]1([C:14]#[C:13][CH2:12][OH:15])[C:11]2[C:6](=[CH:7][CH:8]=[CH:9][CH:10]=2)[CH:5]=[CH:4][CH:3]=1, predict the reactants needed to synthesize it. The reactants are: I[C:2]1[C:11]2[C:6](=[CH:7][CH:8]=[CH:9][CH:10]=2)[CH:5]=[CH:4][CH:3]=1.[CH2:12]([OH:15])[C:13]#[CH:14].C(N(CC)CC)C. (10) The reactants are: [CH3:1][O:2][C:3]1[CH:4]=[CH:5][CH:6]=[C:7]2[C:12]=1[N:11]=[CH:10][N:9]([C:13]1[CH:14]=[C:15]([NH:20]C(=O)OC(C)(C)C)[CH:16]=[CH:17][C:18]=1[CH3:19])[C:8]2=[O:28].Cl. Given the product [NH2:20][C:15]1[CH:16]=[CH:17][C:18]([CH3:19])=[C:13]([N:9]2[C:8](=[O:28])[C:7]3[C:12](=[C:3]([O:2][CH3:1])[CH:4]=[CH:5][CH:6]=3)[N:11]=[CH:10]2)[CH:14]=1, predict the reactants needed to synthesize it.